From a dataset of Full USPTO retrosynthesis dataset with 1.9M reactions from patents (1976-2016). Predict the reactants needed to synthesize the given product. (1) The reactants are: [CH2:1]([S:3]([C:6]1[CH:11]=[CH:10][C:9]([NH2:12])=[CH:8][CH:7]=1)(=[O:5])=[O:4])[CH3:2].C(N(C(C)C)CC)(C)C.Cl[C:23](Cl)([O:25]C(=O)OC(Cl)(Cl)Cl)Cl.[CH3:34][C:35]1([CH3:49])[C:39]([CH3:41])([CH3:40])[O:38][B:37]([C:42]2[CH:43]=[C:44]([NH2:48])[CH:45]=[CH:46][CH:47]=2)[O:36]1. Given the product [CH2:1]([S:3]([C:6]1[CH:11]=[CH:10][C:9]([NH:12][C:23]([NH:48][C:44]2[CH:45]=[CH:46][CH:47]=[C:42]([B:37]3[O:36][C:35]([CH3:49])([CH3:34])[C:39]([CH3:40])([CH3:41])[O:38]3)[CH:43]=2)=[O:25])=[CH:8][CH:7]=1)(=[O:5])=[O:4])[CH3:2], predict the reactants needed to synthesize it. (2) The reactants are: [CH2:1]([NH:8][C:9]1[C:18]([F:19])=[C:17](F)[C:12]([C:13]([O:15][CH3:16])=[O:14])=[C:11](F)[C:10]=1[F:22])[C:2]1[CH:7]=[CH:6][CH:5]=[CH:4][CH:3]=1.[CH3:23][O-:24].[Na+].[CH3:26][OH:27]. Given the product [CH2:1]([NH:8][C:9]1[C:18]([F:19])=[C:17]([O:24][CH3:23])[C:12]([C:13]([O:15][CH3:16])=[O:14])=[C:11]([O:27][CH3:26])[C:10]=1[F:22])[C:2]1[CH:7]=[CH:6][CH:5]=[CH:4][CH:3]=1, predict the reactants needed to synthesize it. (3) Given the product [OH:17][C:15]([CH3:18])([CH3:16])[CH2:14][NH:13][C:10]([C:4]1[C:5]([N+:7]([O-:9])=[O:8])=[CH:6][N:2]([CH3:1])[N:3]=1)=[O:12], predict the reactants needed to synthesize it. The reactants are: [CH3:1][N:2]1[CH:6]=[C:5]([N+:7]([O-:9])=[O:8])[C:4]([C:10]([OH:12])=O)=[N:3]1.[NH2:13][CH2:14][C:15]([CH3:18])([OH:17])[CH3:16].C(NC(C)C)(C)C.CCCP1(OP(CCC)(=O)OP(CCC)(=O)O1)=O.